From a dataset of Peptide-MHC class I binding affinity with 185,985 pairs from IEDB/IMGT. Regression. Given a peptide amino acid sequence and an MHC pseudo amino acid sequence, predict their binding affinity value. This is MHC class I binding data. (1) The peptide sequence is MGMEQTMSV. The MHC is HLA-B44:02 with pseudo-sequence HLA-B44:02. The binding affinity (normalized) is 0.213. (2) The peptide sequence is TVPTNDHIPV. The MHC is HLA-A02:02 with pseudo-sequence HLA-A02:02. The binding affinity (normalized) is 0.314.